From a dataset of hERG potassium channel inhibition data for cardiac toxicity prediction from Karim et al.. Regression/Classification. Given a drug SMILES string, predict its toxicity properties. Task type varies by dataset: regression for continuous values (e.g., LD50, hERG inhibition percentage) or binary classification for toxic/non-toxic outcomes (e.g., AMES mutagenicity, cardiotoxicity, hepatotoxicity). Dataset: herg_karim. (1) The molecule is O=C(O)C(c1ccccc1)N1CCC(N2CCC(Oc3ccc(Cl)c(Cl)c3)CC2)CC1. The result is 1 (blocker). (2) The compound is Cc1nccn1-c1cc(N2CCC(CCNS(N)(=O)=O)CC2)ncn1. The result is 0 (non-blocker). (3) The compound is CN(CCN1CCN(c2ccccc2)C1=O)C[C@]12CC[C@H](CC1)C2(C)C. The result is 1 (blocker). (4) The compound is CC(C)S(=O)(=O)NCCN1CC2CN(C[C@H](O)COc3ccc(C#N)cc3)CC(C1)O2. The result is 1 (blocker). (5) The compound is NC(=O)N1c2ccccc2C=Cc2ccccc21. The result is 0 (non-blocker). (6) The drug is COc1cnc2ccc(=O)n(C[C@H](N)[C@H]3CC[C@H](NCc4ccc5c(n4)NC(=O)CO5)CC3)c2c1. The result is 0 (non-blocker). (7) The molecule is CNC[C@H]1Cc2ccccc2[C@H](c2ccc(Cl)c(Cl)c2)C1. The result is 1 (blocker).